From a dataset of Peptide-MHC class I binding affinity with 185,985 pairs from IEDB/IMGT. Regression. Given a peptide amino acid sequence and an MHC pseudo amino acid sequence, predict their binding affinity value. This is MHC class I binding data. (1) The peptide sequence is EGQPVEVLL. The MHC is Mamu-B8701 with pseudo-sequence Mamu-B8701. The binding affinity (normalized) is 0. (2) The peptide sequence is RPQLWRYRW. The MHC is HLA-B58:01 with pseudo-sequence HLA-B58:01. The binding affinity (normalized) is 0.465. (3) The MHC is HLA-B51:01 with pseudo-sequence HLA-B51:01. The peptide sequence is CLVSGLSSL. The binding affinity (normalized) is 0.0847.